From a dataset of Catalyst prediction with 721,799 reactions and 888 catalyst types from USPTO. Predict which catalyst facilitates the given reaction. (1) Reactant: O[C:2]1[CH:3]=[C:4]([CH:19]=[CH:20][CH:21]=1)[CH:5]=[C:6]1[CH2:11][CH2:10][N:9]([C:12]([O:14][C:15]([CH3:18])([CH3:17])[CH3:16])=[O:13])[CH2:8][CH2:7]1.[CH3:22][O:23][C:24]1[N:29]=[C:28]([CH3:30])[C:27](B(O)O)=[CH:26][CH:25]=1.[CH2:34](N(CC)CC)C. Product: [CH3:22][O:23][C:24]1[N:29]=[C:28]([CH3:30])[C:27]([CH2:34][C:2]2[CH:3]=[C:4]([CH:19]=[CH:20][CH:21]=2)[CH:5]=[C:6]2[CH2:11][CH2:10][N:9]([C:12]([O:14][C:15]([CH3:18])([CH3:17])[CH3:16])=[O:13])[CH2:8][CH2:7]2)=[CH:26][CH:25]=1. The catalyst class is: 221. (2) Reactant: [CH:1]1([N:4]([CH2:28][C:29]2[CH:34]=[C:33]([CH2:35][CH2:36][CH2:37][O:38][CH3:39])[CH:32]=[C:31]([O:40][CH2:41][CH2:42][O:43][CH3:44])[CH:30]=2)[C:5]([C@@H:7]2[C@:12]([C:14]3[CH:19]=[CH:18][CH:17]=[C:16]([F:20])[CH:15]=3)([OH:13])[CH2:11][CH2:10][N:9](C(OC(C)(C)C)=O)[CH2:8]2)=[O:6])[CH2:3][CH2:2]1.Cl. Product: [CH:1]1([N:4]([CH2:28][C:29]2[CH:34]=[C:33]([CH2:35][CH2:36][CH2:37][O:38][CH3:39])[CH:32]=[C:31]([O:40][CH2:41][CH2:42][O:43][CH3:44])[CH:30]=2)[C:5]([CH:7]2[C:12]([C:14]3[CH:19]=[CH:18][CH:17]=[C:16]([F:20])[CH:15]=3)([OH:13])[CH2:11][CH2:10][NH:9][CH2:8]2)=[O:6])[CH2:3][CH2:2]1. The catalyst class is: 2. (3) Reactant: C[Si]([N:5]=[N+:6]=[N-:7])(C)C.[C:8]([C:10]1[CH:11]=[C:12]([C:17]2[N:18]=[C:19]([CH:29]([CH3:31])[CH3:30])[NH:20][C:21]=2[C:22]2[CH:27]=[CH:26][CH:25]=[C:24]([CH3:28])[N:23]=2)[CH:13]=[CH:14][C:15]=1[F:16])#[CH:9].C(=O)(O)[O-].[Na+]. Product: [F:16][C:15]1[CH:14]=[CH:13][C:12]([C:17]2[N:18]=[C:19]([CH:29]([CH3:30])[CH3:31])[NH:20][C:21]=2[C:22]2[CH:27]=[CH:26][CH:25]=[C:24]([CH3:28])[N:23]=2)=[CH:11][C:10]=1[C:8]1[N:5]=[N:6][NH:7][CH:9]=1. The catalyst class is: 27. (4) Reactant: ON1C2C=CC=CC=2N=N1.[NH2:11][CH2:12][CH2:13][C:14]1[C:22]2[C:17](=[CH:18][CH:19]=[CH:20][CH:21]=2)[NH:16][CH:15]=1.CN1CCOCC1.[CH3:30][N:31]([CH3:49])[C:32]1([C:43]2[CH:48]=[CH:47][CH:46]=[CH:45][N:44]=2)[CH2:37][CH2:36][C:35]([CH2:39][C:40](O)=[O:41])(O)[CH2:34][CH2:33]1.C1(N=C=NC2CCCCC2)CCCCC1.[OH-].[Na+]. Product: [CH3:49][N:31]([CH3:30])[C:32]1([C:43]2[CH:48]=[CH:47][CH:46]=[CH:45][N:44]=2)[CH2:37][CH2:36][C:35](=[CH:39][C:40]([NH:11][CH2:12][CH2:13][C:14]2[C:22]3[C:17](=[CH:18][CH:19]=[CH:20][CH:21]=3)[NH:16][CH:15]=2)=[O:41])[CH2:34][CH2:33]1. The catalyst class is: 145.